Regression. Given a peptide amino acid sequence and an MHC pseudo amino acid sequence, predict their binding affinity value. This is MHC class I binding data. From a dataset of Peptide-MHC class I binding affinity with 185,985 pairs from IEDB/IMGT. (1) The peptide sequence is ALEPRKEIDV. The MHC is HLA-A02:03 with pseudo-sequence HLA-A02:03. The binding affinity (normalized) is 0.138. (2) The peptide sequence is KGWIILGLNK. The MHC is Mamu-B03 with pseudo-sequence Mamu-B03. The binding affinity (normalized) is 0.0280. (3) The peptide sequence is QELLRLTVW. The MHC is Mamu-A11 with pseudo-sequence Mamu-A11. The binding affinity (normalized) is 0.535. (4) The peptide sequence is LVGLLSNAAS. The MHC is HLA-A02:06 with pseudo-sequence HLA-A02:06. The binding affinity (normalized) is 0.335. (5) The peptide sequence is FLQQRKPPL. The MHC is HLA-A23:01 with pseudo-sequence HLA-A23:01. The binding affinity (normalized) is 0.0847. (6) The peptide sequence is WFQRIPLQW. The MHC is HLA-A69:01 with pseudo-sequence HLA-A69:01. The binding affinity (normalized) is 0.0847.